Task: Predict the product of the given reaction.. Dataset: Forward reaction prediction with 1.9M reactions from USPTO patents (1976-2016) (1) Given the reactants [CH:1]1([CH2:4][N:5]2[CH2:30][CH2:29][C@:12]34[C:13]5[C:14]6[O:28][C@H:11]3[C:10]([O:33][CH3:34])([O:31][CH3:32])[CH2:9][CH2:8][C@@:7]4([OH:35])[C@H:6]2[CH2:19][C:18]=5[CH:17]=[CH:16][C:15]=6[O:20][CH2:21][C:22]2[CH:27]=[CH:26][CH:25]=[CH:24][CH:23]=2)[CH2:3][CH2:2]1.[H-].[Na+].[CH:38]1([CH2:41]Br)[CH2:40][CH2:39]1, predict the reaction product. The product is: [CH:1]1([CH2:4][N:5]2[CH2:30][CH2:29][C@:12]34[C:13]5[C:14]6[O:28][C@H:11]3[C:10]([O:31][CH3:32])([O:33][CH3:34])[CH2:9][CH2:8][C@@:7]4([O:35][CH2:41][CH:38]3[CH2:40][CH2:39]3)[C@H:6]2[CH2:19][C:18]=5[CH:17]=[CH:16][C:15]=6[O:20][CH2:21][C:22]2[CH:23]=[CH:24][CH:25]=[CH:26][CH:27]=2)[CH2:3][CH2:2]1. (2) Given the reactants [NH2:1][C:2]1[N:6]=[CH:5][NH:4][N:3]=1.[CH3:7][O:8][C:9](=[O:18])[C:10]1[CH:15]=[CH:14][CH:13]=[C:12]([CH2:16]Br)[CH:11]=1, predict the reaction product. The product is: [CH3:7][O:8][C:9](=[O:18])[C:10]1[CH:15]=[CH:14][CH:13]=[C:12]([CH2:16][N:4]2[CH:5]=[N:6][C:2]([NH2:1])=[N:3]2)[CH:11]=1. (3) Given the reactants [CH3:1][O:2][C:3]1[CH:4]=[C:5]([CH:21]=[CH:22][C:23]=1[O:24][CH3:25])[C:6](O[C:6](=O)[C:5]1[CH:21]=[CH:22][C:23]([O:24][CH3:25])=[C:3]([O:2][CH3:1])[CH:4]=1)=O.[OH:26][C:27]1[CH:32]=[C:31]([OH:33])[CH:30]=[C:29]([OH:34])[C:28]=1[C:35](=[O:39])[CH2:36][O:37][CH3:38].[OH-].[K+].Cl, predict the reaction product. The product is: [OH:26][C:27]1[CH:32]=[C:31]([OH:33])[CH:30]=[C:29]2[C:28]=1[C:35](=[O:39])[C:36]([O:37][CH3:38])=[C:6]([C:5]1[CH:21]=[CH:22][C:23]([O:24][CH3:25])=[C:3]([O:2][CH3:1])[CH:4]=1)[O:34]2. (4) Given the reactants [CH3:1][C:2]1[C:11]2[C:6](=[CH:7][CH:8]=[CH:9][CH:10]=2)[C:5]([C:12](Cl)=[O:13])=[CH:4][CH:3]=1.[CH3:15][C:16]1[N:24]([CH2:25][CH2:26][N:27]2[CH2:32][CH2:31][O:30][CH2:29][CH2:28]2)[C:19]2=[N:20][CH:21]=[CH:22][CH:23]=[C:18]2[CH:17]=1.[Cl-].[Cl-].C([Al+2])C, predict the reaction product. The product is: [CH3:15][C:16]1[N:24]([CH2:25][CH2:26][N:27]2[CH2:32][CH2:31][O:30][CH2:29][CH2:28]2)[C:19]2=[N:20][CH:21]=[CH:22][CH:23]=[C:18]2[C:17]=1[C:12]([C:5]1[C:6]2[C:11](=[CH:10][CH:9]=[CH:8][CH:7]=2)[C:2]([CH3:1])=[CH:3][CH:4]=1)=[O:13].